From a dataset of Reaction yield outcomes from USPTO patents with 853,638 reactions. Predict the reaction yield, written as a fraction of the theoretical maximum amount of product (1.0 means a 100% yield; for example, 0.34 means a 34% yield). (1) The reactants are C1(P(N=[N+]=[N-])(C2C=CC=CC=2)=[O:8])C=CC=CC=1.[F:18][C:19]([F:39])([F:38])[C:20]1[C:28]2[CH2:27][CH2:26][CH2:25][CH2:24][C:23]=2[N:22]([C:29]2[CH:37]=[CH:36][C:32](C(O)=O)=[CH:31][CH:30]=2)[N:21]=1.C([N:43]([CH:46](C)C)CC)(C)C.[NH:49]1[CH2:53][CH2:52][CH2:51][CH2:50]1. The catalyst is O1CCOCC1. The product is [F:38][C:19]([F:39])([F:18])[C:20]1[C:28]2[CH2:27][CH2:26][CH2:25][CH2:24][C:23]=2[N:22]([C:29]2[CH:30]=[CH:31][C:32]([NH:43][C:46]([N:49]3[CH2:53][CH2:52][CH2:51][CH2:50]3)=[O:8])=[CH:36][CH:37]=2)[N:21]=1. The yield is 0.160. (2) The reactants are F[B-](F)(F)F.[C:6]1([CH2:12][CH2:13][C:14]([OH:16])=O)[CH:11]=[CH:10][CH:9]=[CH:8][CH:7]=1.[FH:17].F.F.C(N(CC)CC)C.C(=O)(O)[O-].[Na+]. The catalyst is ClCCl. The product is [C:6]1([CH2:12][CH2:13][C:14]([F:17])=[O:16])[CH:11]=[CH:10][CH:9]=[CH:8][CH:7]=1. The yield is 0.680. (3) The yield is 0.710. No catalyst specified. The reactants are [Cl:1][C:2]1[N:7]=[C:6](Cl)[C:5]([I:9])=[CH:4][N:3]=1.[NH2:10][CH2:11][CH2:12][NH:13][C:14](=[O:16])[CH3:15]. The product is [Cl:1][C:2]1[N:7]=[C:6]([NH:10][CH2:11][CH2:12][NH:13][C:14](=[O:16])[CH3:15])[C:5]([I:9])=[CH:4][N:3]=1.